The task is: Regression. Given a peptide amino acid sequence and an MHC pseudo amino acid sequence, predict their binding affinity value. This is MHC class I binding data.. This data is from Peptide-MHC class I binding affinity with 185,985 pairs from IEDB/IMGT. The peptide sequence is GDYKLVEI. The MHC is Mamu-B01 with pseudo-sequence YHSMYREKAGNTDENIAYLMHYRYTWAVRAYRWY. The binding affinity (normalized) is 0.0743.